From a dataset of Reaction yield outcomes from USPTO patents with 853,638 reactions. Predict the reaction yield, written as a fraction of the theoretical maximum amount of product (1.0 means a 100% yield; for example, 0.34 means a 34% yield). (1) The reactants are C([C@H](N[C:12](=[O:35])[C@H:13]([N:18]1[CH:22]=[CH:21][C:20]([C:23]2[CH:28]=[CH:27][C:26]([C:29]3[CH:34]=[CH:33][CH:32]=[CH:31][CH:30]=3)=[CH:25][CH:24]=2)=[CH:19]1)[CH2:14][C:15](O)=[O:16])CO)C1C=CC=CC=1.CN1[CH2:42][CH2:41][O:40]CC1.Cl.[NH2:44][OH:45].Cl.[NH4+:47].[Cl-]. The catalyst is C(Cl)(Cl)Cl. The product is [CH2:20]([C@H:42]([NH:47][C:15](=[O:16])[CH2:14][C@@H:13]([N:18]1[CH:22]=[CH:21][C:20]([C:23]2[CH:24]=[CH:25][C:26]([C:29]3[CH:34]=[CH:33][CH:32]=[CH:31][CH:30]=3)=[CH:27][CH:28]=2)=[CH:19]1)[C:12]([NH:44][OH:45])=[O:35])[CH2:41][OH:40])[C:23]1[CH:28]=[CH:27][CH:26]=[CH:25][CH:24]=1. The yield is 0.140. (2) The reactants are [O:1]=[C:2]1[CH2:7][C:6](=O)[CH2:5][CH2:4][N:3]1C(OC(C)(C)C)=O.[F:16][C:17]1[CH:22]=[CH:21][C:20]([NH:23]N)=[CH:19][CH:18]=1.OS(O)(=O)=O. The catalyst is C(O)(C(F)(F)F)=O. The product is [F:16][C:17]1[CH:22]=[CH:21][C:20]2[NH:23][C:6]3[CH2:5][CH2:4][NH:3][C:2](=[O:1])[C:7]=3[C:19]=2[CH:18]=1. The yield is 0.570. (3) The reactants are [F:1][C:2]1[CH:7]=[CH:6][C:5]([F:8])=[CH:4][C:3]=1[C@H:9]1[CH2:13][CH2:12][CH2:11][N:10]1[C:14]1[CH:19]=[CH:18][N:17]2[N:20]=[CH:21][C:22]([NH2:23])=[C:16]2[N:15]=1.[F:24][C:25]([F:33])([F:32])[C:26]1([C:29](O)=[O:30])[CH2:28][CH2:27]1.CN(C(ON1N=NC2C=CC=NC1=2)=[N+](C)C)C.F[P-](F)(F)(F)(F)F.CCN(C(C)C)C(C)C. The catalyst is CCOC(C)=O.CN(C=O)C. The product is [F:1][C:2]1[CH:7]=[CH:6][C:5]([F:8])=[CH:4][C:3]=1[C@H:9]1[CH2:13][CH2:12][CH2:11][N:10]1[C:14]1[CH:19]=[CH:18][N:17]2[N:20]=[CH:21][C:22]([NH:23][C:29]([C:26]3([C:25]([F:33])([F:32])[F:24])[CH2:28][CH2:27]3)=[O:30])=[C:16]2[N:15]=1. The yield is 0.630. (4) The reactants are CP(=O)([O:6][CH2:7][CH3:8])OCC.C(=O)=O.CC(C)=O.C([Li])CCC.[CH3:22][C:23]1[CH:32]=[CH:31][C:30]2[C:25](=[CH:26][CH:27]=[CH:28][C:29]=2[O:33][CH2:34][CH2:35][N:36]2[CH2:41][CH2:40][CH:39]([CH2:42][C:43]3[CH:44]=[C:45]([CH:48]=[CH:49][CH:50]=3)C#N)[CH2:38][CH2:37]2)[N:24]=1.[H-].[Al+3].[Li+].[H-].[H-].[H-].S(=O)(=O)(O)O.C(=O)(O)[O-].[Na+]. The catalyst is O1CCCC1. The product is [CH3:22][C:23]1[CH:32]=[CH:31][C:30]2[C:25](=[CH:26][CH:27]=[CH:28][C:29]=2[O:33][CH2:34][CH2:35][N:36]2[CH2:37][CH2:38][CH:39]([CH2:42][C:43]3[CH:50]=[C:49]([C:7](=[O:6])[CH3:8])[CH:48]=[CH:45][CH:44]=3)[CH2:40][CH2:41]2)[N:24]=1. The yield is 0.0800. (5) The reactants are [CH3:1][C:2]1[C:3]([NH:17]C(=O)C(F)(F)F)=[C:4](C(OC)=O)[S:5][C:6]=1[C:7]1[CH:12]=[CH:11][CH:10]=[CH:9][CH:8]=1.[OH-].[Na+].Cl. The catalyst is CCO. The product is [CH3:1][C:2]1[C:3]([NH2:17])=[CH:4][S:5][C:6]=1[C:7]1[CH:12]=[CH:11][CH:10]=[CH:9][CH:8]=1. The yield is 0.260.